From a dataset of Forward reaction prediction with 1.9M reactions from USPTO patents (1976-2016). Predict the product of the given reaction. (1) Given the reactants [CH2:1]([O:8][C:9]1[CH:14]=[CH:13][C:12]([NH2:15])=[CH:11][CH:10]=1)[C:2]1[CH:7]=[CH:6][CH:5]=[CH:4][CH:3]=1.[CH2:16]([N:18]([CH2:21][CH3:22])[CH2:19]C)C.C[NH:24][C:25]1C(N)=C[CH:28]=[CH:29][CH:30]=1.CCN=C=NCCCN(C)C, predict the reaction product. The product is: [CH2:1]([O:8][C:9]1[CH:10]=[CH:11][C:12]([NH:15][C:19]2[N:18]([CH3:16])[C:21]3[CH:22]=[CH:28][CH:29]=[CH:30][C:25]=3[N:24]=2)=[CH:13][CH:14]=1)[C:2]1[CH:3]=[CH:4][CH:5]=[CH:6][CH:7]=1. (2) Given the reactants [NH2:1][C:2]([CH3:16])([CH2:5][N:6]1[CH:15]=[C:9]2[N:10]=[CH:11][C:12]([Cl:14])=[CH:13][C:8]2=[N:7]1)[C:3]#[N:4].[F:17][C:18]([F:29])([F:28])[C:19]1[CH:27]=[CH:26][C:22]([C:23](Cl)=[S:24])=[CH:21][CH:20]=1, predict the reaction product. The product is: [Cl:14][C:12]1[CH:11]=[N:10][C:9]2=[CH:15][N:6]([CH2:5][C:2]([NH:1][C:23](=[S:24])[C:22]3[CH:21]=[CH:20][C:19]([C:18]([F:17])([F:28])[F:29])=[CH:27][CH:26]=3)([C:3]#[N:4])[CH3:16])[N:7]=[C:8]2[CH:13]=1. (3) Given the reactants [Br:1][C:2]1[CH:3]=[C:4]2[C:9](=[CH:10][CH:11]=1)[CH:8]=[N:7][C:6]([NH2:12])=[CH:5]2.C[Si]([N-][Si](C)(C)C)(C)C.[Na+].[CH3:23][C:24]([O:27][C:28](O[C:28]([O:27][C:24]([CH3:26])([CH3:25])[CH3:23])=[O:29])=[O:29])([CH3:26])[CH3:25], predict the reaction product. The product is: [Br:1][C:2]1[CH:3]=[C:4]2[C:9](=[CH:10][CH:11]=1)[CH:8]=[N:7][C:6]([NH:12][C:28](=[O:29])[O:27][C:24]([CH3:26])([CH3:25])[CH3:23])=[CH:5]2. (4) Given the reactants [CH3:1][C:2]1[CH:7]=[CH:6][N:5]=[C:4](Cl)[CH:3]=1.[NH2:9][C:10]1[S:11][CH:12]=[CH:13][N:14]=1.C(=O)([O-])[O-].[Na+].[Na+], predict the reaction product. The product is: [CH3:1][C:2]1[CH:7]=[CH:6][N:5]=[C:4]([NH:9][C:10]2[S:11][CH:12]=[CH:13][N:14]=2)[CH:3]=1. (5) Given the reactants [OH:1][C:2]1[CH:17]=[CH:16][C:5]([O:6][C:7]2[CH:8]=[C:9]([CH:13]=[CH:14][CH:15]=2)[C:10]([OH:12])=[O:11])=[CH:4][C:3]=1[CH3:18].[CH2:19](Br)[C:20]1[CH:25]=[CH:24][CH:23]=[CH:22][CH:21]=1.C(=O)([O-])[O-].[Cs+].[Cs+], predict the reaction product. The product is: [CH2:19]([O:11][C:10](=[O:12])[C:9]1[CH:13]=[CH:14][CH:15]=[C:7]([O:6][C:5]2[CH:16]=[CH:17][C:2]([OH:1])=[C:3]([CH3:18])[CH:4]=2)[CH:8]=1)[C:20]1[CH:25]=[CH:24][CH:23]=[CH:22][CH:21]=1. (6) Given the reactants Br[C:2]1[CH:7]=[CH:6][C:5]([O:8][C@H:9]2[CH2:14][CH2:13][C@H:12]([CH2:15][CH3:16])[CH2:11][CH2:10]2)=[CH:4][CH:3]=1.CC1(C)C(C)(C)OB([C:25]2[CH2:30][CH2:29][N:28]([C:31]([O:33][C:34]([CH3:37])([CH3:36])[CH3:35])=[O:32])[CH2:27][CH:26]=2)O1.C([O-])([O-])=O.[Cs+].[Cs+], predict the reaction product. The product is: [CH2:15]([C@H:12]1[CH2:11][CH2:10][C@H:9]([O:8][C:5]2[CH:4]=[CH:3][C:2]([C:25]3[CH2:30][CH2:29][N:28]([C:31]([O:33][C:34]([CH3:35])([CH3:36])[CH3:37])=[O:32])[CH2:27][CH:26]=3)=[CH:7][CH:6]=2)[CH2:14][CH2:13]1)[CH3:16]. (7) Given the reactants [Cl:1][C:2]1[N:10]=[C:9]([C:11]([F:14])([F:13])[F:12])[CH:8]=[CH:7][C:3]=1C(O)=O.ClC1C=[C:18]([CH:22]=C(C(F)(F)F)N=1)[C:19](O)=O.C(N(CC)CC)C.ClC(OCC(C)C)=[O:38].C[Mg]Br.C(OCC)C.[Cl-].[NH4+], predict the reaction product. The product is: [Cl:1][C:2]1[CH:3]=[C:7]([C:18]([OH:38])([CH3:19])[CH3:22])[CH:8]=[C:9]([C:11]([F:12])([F:13])[F:14])[N:10]=1.